From a dataset of Forward reaction prediction with 1.9M reactions from USPTO patents (1976-2016). Predict the product of the given reaction. (1) Given the reactants FC(F)(F)[C:3]([OH:5])=[O:4].[F:8][C:9]1[CH:14]=[C:13]([N:15]2[CH:19]=[N:18][N:17]=[N:16]2)[CH:12]=[CH:11][C:10]=1[C:20]1[CH:21]=[CH:22][C:23]2[O:27][C:26]([CH:28]3[CH2:33][CH2:32][NH:31][CH2:30][CH2:29]3)=[N:25][C:24]=2[CH:34]=1.[CH:35]1(O)[CH2:38][CH2:37][CH2:36]1, predict the reaction product. The product is: [F:8][C:9]1[CH:14]=[C:13]([N:15]2[CH:19]=[N:18][N:17]=[N:16]2)[CH:12]=[CH:11][C:10]=1[C:20]1[CH:21]=[CH:22][C:23]2[O:27][C:26]([CH:28]3[CH2:29][CH2:30][N:31]([C:3]([O:5][CH:35]4[CH2:38][CH2:37][CH2:36]4)=[O:4])[CH2:32][CH2:33]3)=[N:25][C:24]=2[CH:34]=1. (2) Given the reactants [CH3:1][O:2][C:3]1[CH:8]=[CH:7][C:6]([CH:9]2[CH2:14][NH:13][CH2:12][CH:11]([C:15]([O:17][CH2:18][CH3:19])=[O:16])[CH2:10]2)=[CH:5][CH:4]=1.[C:20](O[C:20]([O:22][C:23]([CH3:26])([CH3:25])[CH3:24])=[O:21])([O:22][C:23]([CH3:26])([CH3:25])[CH3:24])=[O:21], predict the reaction product. The product is: [CH3:1][O:2][C:3]1[CH:8]=[CH:7][C:6]([CH:9]2[CH2:14][N:13]([C:20]([O:22][C:23]([CH3:26])([CH3:25])[CH3:24])=[O:21])[CH2:12][CH:11]([C:15]([O:17][CH2:18][CH3:19])=[O:16])[CH2:10]2)=[CH:5][CH:4]=1. (3) Given the reactants Cl.[NH2:2][C:3]1[C:12]2[N:13]=[C:14]3[N:18](C(OC(C)(C)C)=O)[CH2:17][CH2:16][N:15]3[C:11]=2[C:10]2[C:5](=[CH:6][CH:7]=[CH:8][N:9]=2)[N:4]=1, predict the reaction product. The product is: [N:9]1[CH:8]=[CH:7][CH:6]=[C:5]2[C:10]=1[C:11]1[N:15]3[CH2:16][CH2:17][NH:18][C:14]3=[N:13][C:12]=1[C:3]([NH2:2])=[N:4]2.